From a dataset of Full USPTO retrosynthesis dataset with 1.9M reactions from patents (1976-2016). Predict the reactants needed to synthesize the given product. (1) Given the product [Cl:1][C:2]1[CH:15]=[CH:14][C:5]([CH2:6][NH:7][C:8](=[O:13])[C:9]([CH3:12])([CH3:11])[CH3:10])=[CH:4][C:3]=1[NH:16][NH:17][C:23]([O:22][C:19]([CH3:21])([CH3:20])[CH3:18])=[O:24], predict the reactants needed to synthesize it. The reactants are: [Cl:1][C:2]1[CH:15]=[CH:14][C:5]([CH2:6][NH:7][C:8](=[O:13])[C:9]([CH3:12])([CH3:11])[CH3:10])=[CH:4][C:3]=1[NH:16][NH2:17].[CH3:18][C:19]([O:22][C:23](O[C:23]([O:22][C:19]([CH3:21])([CH3:20])[CH3:18])=[O:24])=[O:24])([CH3:21])[CH3:20].C([O-])([O-])=O.[Na+].[Na+].C(#N)C. (2) Given the product [C:12]([O:16][C:17]([N:19]1[CH:23]=[C:22]([CH2:24][CH2:25][CH2:26][C:27]([OH:29])=[O:28])[N:21]=[C:20]1[NH2:31])=[O:18])([CH3:15])([CH3:13])[CH3:14], predict the reactants needed to synthesize it. The reactants are: C[Al](C)C.C1(C)C=CC=CC=1.[C:12]([O:16][C:17]([N:19]1[CH:23]=[C:22]([CH2:24][CH2:25][CH2:26][C:27]([O:29]C)=[O:28])[N:21]=[C:20]1[NH2:31])=[O:18])([CH3:15])([CH3:14])[CH3:13]. (3) Given the product [Br:34][C:14]1[CH:13]=[C:22]2[C:17](=[CH:16][C:15]=1[C:27]([P:4]([O:5][CH2:6][CH3:7])([O:3][CH2:1][CH3:2])=[O:8])([F:28])[F:29])[CH:18]=[C:19]([CH2:23][P:4](=[O:8])([O:5][CH2:6][CH3:7])[O:3][CH2:1][CH3:2])[CH:20]=[CH:21]2, predict the reactants needed to synthesize it. The reactants are: [CH2:1]([O:3][P:4]([O-:8])[O:5][CH2:6][CH3:7])[CH3:2].[H-].[Na+].C([C:13]1[C:22]2[C:17](=[CH:18][C:19]([CH2:23]Br)=[CH:20][CH:21]=2)[C:16](CC)=[C:15]([C:27](P(=O)([O-])[O-])([F:29])[F:28])[C:14]=1[Br:34])C. (4) Given the product [CH3:17][O:18][C:19](=[O:24])[C:20]([S:1][C:2]1[CH:3]=[C:4]([CH3:10])[C:5]([OH:9])=[CH:6][C:7]=1[CH3:8])([CH3:22])[CH3:21], predict the reactants needed to synthesize it. The reactants are: [SH:1][C:2]1[C:7]([CH3:8])=[CH:6][C:5]([OH:9])=[C:4]([CH3:10])[CH:3]=1.C(=O)([O-])[O-].[Cs+].[Cs+].[CH3:17][O:18][C:19](=[O:24])[C:20](Br)([CH3:22])[CH3:21]. (5) Given the product [C:3]1([S:9]([CH:12]([C:13]2[C:18]([C:19]([O:21][CH2:22][CH3:23])=[O:20])=[C:17]([O:24][CH3:25])[C:16]([CH2:26][CH3:27])=[CH:15][CH:14]=2)[CH3:29])(=[O:11])=[O:10])[CH:4]=[CH:5][CH:6]=[CH:7][CH:8]=1, predict the reactants needed to synthesize it. The reactants are: [H-].[Na+].[C:3]1([S:9]([CH2:12][C:13]2[C:18]([C:19]([O:21][CH2:22][CH3:23])=[O:20])=[C:17]([O:24][CH3:25])[C:16]([CH2:26][CH3:27])=[CH:15][CH:14]=2)(=[O:11])=[O:10])[CH:8]=[CH:7][CH:6]=[CH:5][CH:4]=1.I[CH3:29].[Cl-].[NH4+]. (6) Given the product [CH3:11][O:12][C:13]1[CH:14]=[CH:15][C:16]([CH2:19][CH2:20][NH2:21])=[N:17][CH:18]=1, predict the reactants needed to synthesize it. The reactants are: FC1C=C(CCN)C=CN=1.[CH3:11][O:12][C:13]1[CH:14]=[CH:15][C:16]([CH:19]=[CH:20][N+:21]([O-])=O)=[N:17][CH:18]=1.